Predict the product of the given reaction. From a dataset of Forward reaction prediction with 1.9M reactions from USPTO patents (1976-2016). Given the reactants [Cl:1][C:2]1[C:7]([CH3:8])=[CH:6][C:5]([S:9]([NH:12][C:13]2[CH:14]=[C:15]([C:19]3[CH:24]=[CH:23][C:22]([C:25](O)=[O:26])=[CH:21][CH:20]=3)[CH:16]=[CH:17][CH:18]=2)(=[O:11])=[O:10])=[C:4]([CH3:28])[CH:3]=1.CCN(C(C)C)C(C)C.ClC(OCC(C)C)=O.[CH3:46][C:47]([NH2:51])([CH3:50])[CH2:48][NH2:49], predict the reaction product. The product is: [NH2:51][C:47]([CH3:50])([CH3:46])[CH2:48][NH:49][C:25]([C:22]1[CH:23]=[CH:24][C:19]([C:15]2[CH:16]=[CH:17][CH:18]=[C:13]([NH:12][S:9]([C:5]3[CH:6]=[C:7]([CH3:8])[C:2]([Cl:1])=[CH:3][C:4]=3[CH3:28])(=[O:11])=[O:10])[CH:14]=2)=[CH:20][CH:21]=1)=[O:26].